Predict the product of the given reaction. From a dataset of Forward reaction prediction with 1.9M reactions from USPTO patents (1976-2016). (1) Given the reactants [N:1]1([S:7]([C:10]2[CH:11]=[CH:12][C:13]3[N:14]([N:16]=[C:17](N)[N:18]=3)[CH:15]=2)(=[O:9])=[O:8])[CH2:6][CH2:5][CH2:4][CH2:3][CH2:2]1.[N+]([O-])([O-])=O.[Na+].[ClH:25], predict the reaction product. The product is: [Cl:25][C:17]1[N:18]=[C:13]2[CH:12]=[CH:11][C:10]([S:7]([N:1]3[CH2:6][CH2:5][CH2:4][CH2:3][CH2:2]3)(=[O:9])=[O:8])=[CH:15][N:14]2[N:16]=1. (2) Given the reactants [N:1]1[C:11]2[C:6](=[CH:7][CH:8]=[CH:9][CH:10]=2)[CH:5]=[CH:4][C:2]=1[CH3:3].[CH3:12][OH:13].S(=O)(=O)(O)O.NOS(O)(=O)=O, predict the reaction product. The product is: [OH:13][CH2:12][C:5]1[C:6]2[C:11](=[CH:10][CH:9]=[CH:8][CH:7]=2)[N:1]=[C:2]([CH3:3])[CH:4]=1. (3) The product is: [CH3:1][O:2][C:3]1[CH:4]=[C:5]([CH:6]=[CH:7][CH:8]=1)[C:11](=[S:13])[NH:24][NH2:25]. Given the reactants [CH3:1][O:2][C:3]1[CH:4]=[C:5]([Mg]Br)[CH:6]=[CH:7][CH:8]=1.[C:11](=[S:13])=S.ClCC(O)=O.C(=O)(O)[O-].[Na+].[NH2:24][NH2:25], predict the reaction product.